This data is from Full USPTO retrosynthesis dataset with 1.9M reactions from patents (1976-2016). The task is: Predict the reactants needed to synthesize the given product. (1) Given the product [N:39]([C:2]1[N:7]=[CH:6][N:5]=[C:4]([O:8][C:9]2[CH:14]=[CH:13][C:12]([NH:15][C:16]([NH:18][C:19]3[CH:24]=[C:23]([C:25]([F:28])([F:27])[F:26])[CH:22]=[C:21]([CH2:29][N:30]4[CH2:35][CH2:34][N:33]([CH:36]([CH3:38])[CH3:37])[CH2:32][CH2:31]4)[CH:20]=3)=[O:17])=[CH:11][CH:10]=2)[CH:3]=1)=[N+:40]=[N-:41], predict the reactants needed to synthesize it. The reactants are: Cl[C:2]1[N:7]=[CH:6][N:5]=[C:4]([O:8][C:9]2[CH:14]=[CH:13][C:12]([NH:15][C:16]([NH:18][C:19]3[CH:24]=[C:23]([C:25]([F:28])([F:27])[F:26])[CH:22]=[C:21]([CH2:29][N:30]4[CH2:35][CH2:34][N:33]([CH:36]([CH3:38])[CH3:37])[CH2:32][CH2:31]4)[CH:20]=3)=[O:17])=[CH:11][CH:10]=2)[CH:3]=1.[N-:39]=[N+:40]=[N-:41].[Na+].O. (2) Given the product [Cl:32][C:33]1[CH:34]=[CH:35][CH:36]=[CH:37][C:38]=1[C:2]1[CH:24]=[C:23]([F:25])[CH:22]=[CH:21][C:3]=1[O:4][CH2:5][C:6]([N:8]([CH:18]([CH3:20])[CH3:19])[NH:9][C:10](=[O:17])[C:11]1[CH:16]=[CH:15][CH:14]=[CH:13][CH:12]=1)=[O:7], predict the reactants needed to synthesize it. The reactants are: Br[C:2]1[CH:24]=[C:23]([F:25])[CH:22]=[CH:21][C:3]=1[O:4][CH2:5][C:6]([N:8]([CH:18]([CH3:20])[CH3:19])[NH:9][C:10](=[O:17])[C:11]1[CH:16]=[CH:15][CH:14]=[CH:13][CH:12]=1)=[O:7].C([O-])([O-])=O.[Na+].[Na+].[Cl:32][C:33]1[CH:34]=[C:35](B(O)O)[CH:36]=[CH:37][CH:38]=1.